Dataset: Forward reaction prediction with 1.9M reactions from USPTO patents (1976-2016). Task: Predict the product of the given reaction. (1) Given the reactants [Br:1][C:2]1[CH:10]=[CH:9][CH:8]=[C:7]2[C:3]=1[CH2:4][CH:5]([CH3:11])[NH:6]2.Cl.CN(C)CCCN=C=NCC.[F:24][C:25]1[C:30](=[O:31])[NH:29][C:28]([CH2:32][C:33]([O-])=[O:34])=[N:27][C:26]=1[N:36]1[CH2:41][CH2:40][O:39][CH2:38][CH2:37]1.[Na+].O, predict the reaction product. The product is: [Br:1][C:2]1[CH:10]=[CH:9][CH:8]=[C:7]2[C:3]=1[CH2:4][CH:5]([CH3:11])[N:6]2[C:33](=[O:34])[CH2:32][C:28]1[NH:29][C:30](=[O:31])[C:25]([F:24])=[C:26]([N:36]2[CH2:41][CH2:40][O:39][CH2:38][CH2:37]2)[N:27]=1. (2) The product is: [CH2:1]([O:8][C@H:9]1[C@H:14]([O:15][CH2:16][C:17]2[CH:18]=[CH:19][CH:20]=[CH:21][CH:22]=2)[C@@H:13]([O:23][CH2:24][C:25]2[CH:30]=[CH:29][CH:28]=[CH:27][CH:26]=2)[C@H:12]([C:31]2[CH:36]=[CH:35][C:34]([Cl:37])=[C:33]([CH2:38][C:39]3[S:40][C:41]([C:44]4[O:45][CH:46]=[CH:47][CH:48]=4)=[CH:42][N:43]=3)[CH:32]=2)[O:11][C@@H:10]1[CH:49]([OH:50])[CH3:51])[C:2]1[CH:3]=[CH:4][CH:5]=[CH:6][CH:7]=1. Given the reactants [CH2:1]([O:8][C@H:9]1[C@H:14]([O:15][CH2:16][C:17]2[CH:22]=[CH:21][CH:20]=[CH:19][CH:18]=2)[C@@H:13]([O:23][CH2:24][C:25]2[CH:30]=[CH:29][CH:28]=[CH:27][CH:26]=2)[C@H:12]([C:31]2[CH:36]=[CH:35][C:34]([Cl:37])=[C:33]([CH2:38][C:39]3[S:40][C:41]([C:44]4[O:45][CH:46]=[CH:47][CH:48]=4)=[CH:42][N:43]=3)[CH:32]=2)[O:11][C@@H:10]1[CH:49]=[O:50])[C:2]1[CH:7]=[CH:6][CH:5]=[CH:4][CH:3]=1.[CH3:51][Mg]Br.[NH4+].[Cl-], predict the reaction product.